Dataset: Full USPTO retrosynthesis dataset with 1.9M reactions from patents (1976-2016). Task: Predict the reactants needed to synthesize the given product. (1) Given the product [CH3:1][O:2][C:3](=[O:13])[C:4]1[CH:9]=[C:8]([NH2:11])[C:7]([CH3:14])=[CH:6][C:5]=1[Cl:12], predict the reactants needed to synthesize it. The reactants are: [CH3:1][O:2][C:3](=[O:13])[C:4]1[C:9](Br)=[C:8]([NH2:11])[CH:7]=[CH:6][C:5]=1[Cl:12].[C:14](=O)([O-])[O-].[K+].[K+].CB1OB(C)OB(C)O1. (2) Given the product [Br:33][C:34]1[CH:41]=[CH:40][C:37]([CH2:38][C:10]([C:7]2[CH:8]=[CH:9][C:4]([F:3])=[C:5]([C:29]([F:32])([F:30])[F:31])[CH:6]=2)([C:15]2[CH:20]=[C:19]([O:21][C:22]([F:26])([F:27])[CH:23]([F:24])[F:25])[CH:18]=[C:17]([F:28])[CH:16]=2)[C:11]([O:13][CH3:14])=[O:12])=[CH:36][CH:35]=1, predict the reactants needed to synthesize it. The reactants are: [H-].[Na+].[F:3][C:4]1[CH:9]=[CH:8][C:7]([CH:10]([C:15]2[CH:20]=[C:19]([O:21][C:22]([F:27])([F:26])[CH:23]([F:25])[F:24])[CH:18]=[C:17]([F:28])[CH:16]=2)[C:11]([O:13][CH3:14])=[O:12])=[CH:6][C:5]=1[C:29]([F:32])([F:31])[F:30].[Br:33][C:34]1[CH:41]=[CH:40][C:37]([CH2:38]Br)=[CH:36][CH:35]=1. (3) Given the product [NH2:23][C:21]1[N:20]=[CH:19][N:18]=[C:17]2[N:16]([CH2:24][C@H:25]3[CH2:29][CH2:28][CH2:27][N:26]3[C:64](=[O:65])[C:41]([F:54])=[CH:40][CH:45]3[CH2:43][CH2:44]3)[N:15]=[C:14]([C:11]3[CH:10]=[CH:9][C:8]([O:1][C:2]4[CH:7]=[CH:6][CH:5]=[CH:4][CH:3]=4)=[CH:13][CH:12]=3)[C:22]=12, predict the reactants needed to synthesize it. The reactants are: [O:1]([C:8]1[CH:13]=[CH:12][C:11]([C:14]2[C:22]3[C:17](=[N:18][CH:19]=[N:20][C:21]=3[NH2:23])[N:16]([CH2:24][C@H:25]3[CH2:29][CH2:28][CH2:27][NH:26]3)[N:15]=2)=[CH:10][CH:9]=1)[C:2]1[CH:7]=[CH:6][CH:5]=[CH:4][CH:3]=1.C(N(CC)CC)C.N1(OC(N(C)C)=[N+](C)C)[C:41]2N=[CH:43][CH:44]=[CH:45][C:40]=2N=N1.[F:54][P-](F)(F)(F)(F)F.CN([CH:64]=[O:65])C. (4) Given the product [F:23][C:22]([F:25])([F:24])[CH2:21][N:8]1[C:9]2[CH:10]=[CH:11][CH:12]=[C:4]([NH2:1])[C:5]=2[CH:6]=[CH:7]1, predict the reactants needed to synthesize it. The reactants are: [N+:1]([C:4]1[CH:12]=[CH:11][CH:10]=[C:9]2[C:5]=1[CH:6]=[CH:7][NH:8]2)([O-])=O.[H-].[Na+].FC(F)(F)S(O[CH2:21][C:22]([F:25])([F:24])[F:23])(=O)=O. (5) Given the product [Br:1][C:2]1[CH:10]=[C:9]2[C:5]([C:6]([CH3:11])=[N:7][N:8]2[CH:25]2[CH2:26][CH2:27][CH2:28][CH2:29][O:24]2)=[CH:4][CH:3]=1, predict the reactants needed to synthesize it. The reactants are: [Br:1][C:2]1[CH:10]=[C:9]2[C:5]([C:6]([CH3:11])=[N:7][NH:8]2)=[CH:4][CH:3]=1.O.C1(C)C=CC(S(O)(=O)=O)=CC=1.[O:24]1[CH:29]=[CH:28][CH2:27][CH2:26][CH2:25]1.S([O-])([O-])(=O)=O.[Mg+2]. (6) The reactants are: Br[C:2]1[C:10]2[C:5](=[CH:6][C:7]([O:11][Si:12]([C:15]([CH3:18])([CH3:17])[CH3:16])([CH3:14])[CH3:13])=[CH:8][CH:9]=2)[N:4]([Si:19]([C:22]([CH3:25])([CH3:24])[CH3:23])([CH3:21])[CH3:20])[CH:3]=1.[C:26]([Li])(C)([CH3:28])[CH3:27].C(I)CC. Given the product [C:22]([Si:19]([CH3:21])([CH3:20])[N:4]1[C:5]2[C:10](=[CH:9][CH:8]=[C:7]([O:11][Si:12]([C:15]([CH3:18])([CH3:17])[CH3:16])([CH3:14])[CH3:13])[CH:6]=2)[C:2]([CH2:27][CH2:26][CH3:28])=[CH:3]1)([CH3:25])([CH3:24])[CH3:23], predict the reactants needed to synthesize it.